Dataset: NCI-60 drug combinations with 297,098 pairs across 59 cell lines. Task: Regression. Given two drug SMILES strings and cell line genomic features, predict the synergy score measuring deviation from expected non-interaction effect. (1) Drug 1: CC(CN1CC(=O)NC(=O)C1)N2CC(=O)NC(=O)C2. Drug 2: C1=NNC2=C1C(=O)NC=N2. Cell line: TK-10. Synergy scores: CSS=6.44, Synergy_ZIP=-3.58, Synergy_Bliss=2.36, Synergy_Loewe=-0.819, Synergy_HSA=1.37. (2) Drug 1: COC1=C(C=C2C(=C1)N=CN=C2NC3=CC(=C(C=C3)F)Cl)OCCCN4CCOCC4. Drug 2: C1=CC(=CC=C1CC(C(=O)O)N)N(CCCl)CCCl.Cl. Cell line: SF-539. Synergy scores: CSS=32.2, Synergy_ZIP=-0.794, Synergy_Bliss=8.09, Synergy_Loewe=7.78, Synergy_HSA=7.85. (3) Drug 1: CCN(CC)CCNC(=O)C1=C(NC(=C1C)C=C2C3=C(C=CC(=C3)F)NC2=O)C. Drug 2: B(C(CC(C)C)NC(=O)C(CC1=CC=CC=C1)NC(=O)C2=NC=CN=C2)(O)O. Cell line: TK-10. Synergy scores: CSS=52.5, Synergy_ZIP=0.490, Synergy_Bliss=-3.14, Synergy_Loewe=-42.4, Synergy_HSA=-6.04. (4) Drug 1: CC12CCC(CC1=CCC3C2CCC4(C3CC=C4C5=CN=CC=C5)C)O. Drug 2: CC1=C2C(C(=O)C3(C(CC4C(C3C(C(C2(C)C)(CC1OC(=O)C(C(C5=CC=CC=C5)NC(=O)OC(C)(C)C)O)O)OC(=O)C6=CC=CC=C6)(CO4)OC(=O)C)O)C)O. Cell line: HT29. Synergy scores: CSS=63.4, Synergy_ZIP=16.2, Synergy_Bliss=17.3, Synergy_Loewe=-10.4, Synergy_HSA=16.4. (5) Drug 1: CC1C(C(CC(O1)OC2CC(CC3=C2C(=C4C(=C3O)C(=O)C5=C(C4=O)C(=CC=C5)OC)O)(C(=O)CO)O)N)O. Drug 2: CCC1=C2N=C(C=C(N2N=C1)NCC3=C[N+](=CC=C3)[O-])N4CCCCC4CCO. Cell line: SK-OV-3. Synergy scores: CSS=63.2, Synergy_ZIP=7.11, Synergy_Bliss=7.78, Synergy_Loewe=-0.246, Synergy_HSA=7.61. (6) Drug 1: C1CC(C1)(C(=O)O)C(=O)O.[NH2-].[NH2-].[Pt+2]. Drug 2: CC(C)CN1C=NC2=C1C3=CC=CC=C3N=C2N. Cell line: SNB-19. Synergy scores: CSS=13.6, Synergy_ZIP=-5.01, Synergy_Bliss=1.67, Synergy_Loewe=1.20, Synergy_HSA=0.464. (7) Drug 1: CC12CCC(CC1=CCC3C2CCC4(C3CC=C4C5=CN=CC=C5)C)O. Drug 2: C1CCC(C1)C(CC#N)N2C=C(C=N2)C3=C4C=CNC4=NC=N3. Cell line: NCIH23. Synergy scores: CSS=12.5, Synergy_ZIP=-3.23, Synergy_Bliss=3.10, Synergy_Loewe=2.87, Synergy_HSA=2.88. (8) Drug 1: CCC(=C(C1=CC=CC=C1)C2=CC=C(C=C2)OCCN(C)C)C3=CC=CC=C3.C(C(=O)O)C(CC(=O)O)(C(=O)O)O. Drug 2: CN(C(=O)NC(C=O)C(C(C(CO)O)O)O)N=O. Cell line: LOX IMVI. Synergy scores: CSS=2.29, Synergy_ZIP=-2.32, Synergy_Bliss=-1.51, Synergy_Loewe=-1.46, Synergy_HSA=-1.08. (9) Drug 1: CN(C(=O)NC(C=O)C(C(C(CO)O)O)O)N=O. Drug 2: C1CN(P(=O)(OC1)NCCCl)CCCl. Cell line: BT-549. Synergy scores: CSS=3.55, Synergy_ZIP=0.897, Synergy_Bliss=4.07, Synergy_Loewe=5.17, Synergy_HSA=2.15.